Dataset: Catalyst prediction with 721,799 reactions and 888 catalyst types from USPTO. Task: Predict which catalyst facilitates the given reaction. (1) Reactant: Cl.Cl.[CH3:3][N:4]1[CH2:13][C:12]2([CH2:15][CH2:14]2)[C:11]2[C:6](=[CH:7][C:8]([NH2:16])=[CH:9][CH:10]=2)[CH2:5]1.[OH-].[Na+].CO. Product: [CH3:3][N:4]1[CH2:13][C:12]2([CH2:15][CH2:14]2)[C:11]2[C:6](=[CH:7][C:8]([NH2:16])=[CH:9][CH:10]=2)[CH2:5]1. The catalyst class is: 22. (2) Reactant: [CH2:1]([N:8]1[C:16]2[C:15](=[O:17])[NH:14][C:13](=[O:18])[N:12]([CH3:19])[C:11]=2[N:10]=[C:9]1Cl)[C:2]1[CH:7]=[CH:6][CH:5]=[CH:4][CH:3]=1.[C:21]([O:25][C:26]([N:28]1[CH2:33][CH2:32][NH:31][CH2:30][CH2:29]1)=[O:27])([CH3:24])([CH3:23])[CH3:22]. Product: [C:21]([O:25][C:26]([N:28]1[CH2:33][CH2:32][N:31]([C:9]2[N:8]([CH2:1][C:2]3[CH:7]=[CH:6][CH:5]=[CH:4][CH:3]=3)[C:16]3[C:15](=[O:17])[NH:14][C:13](=[O:18])[N:12]([CH3:19])[C:11]=3[N:10]=2)[CH2:30][CH2:29]1)=[O:27])([CH3:24])([CH3:22])[CH3:23]. The catalyst class is: 13. (3) Reactant: [OH:1][C:2]1[CH:7]=[CH:6][CH:5]=[CH:4][C:3]=1[C:8](=[O:14])[CH2:9][C:10]([O:12][CH3:13])=[O:11].[Cl:15][C:16]1[CH:17]=[C:18]([CH:21]=[CH:22][C:23]=1[Cl:24])[CH:19]=O.N1CCCCC1.C(O)(=O)C. Product: [Cl:15][C:16]1[CH:17]=[C:18]([CH:19]2[CH:9]([C:10]([O:12][CH3:13])=[O:11])[C:8](=[O:14])[C:3]3[C:2](=[CH:7][CH:6]=[CH:5][CH:4]=3)[O:1]2)[CH:21]=[CH:22][C:23]=1[Cl:24]. The catalyst class is: 32. (4) Reactant: [CH3:1][C:2]([C:4]1[CH:9]=[CH:8][C:7]([N+:10]([O-:12])=[O:11])=[CH:6][CH:5]=1)=[O:3].C1(C)C=CC(S(O)(=O)=O)=CC=1.[CH2:24](O)[CH2:25][CH2:26][OH:27]. Product: [N+:10]([C:7]1[CH:6]=[CH:5][C:4]([C:2]2([CH3:1])[O:27][CH2:26][CH2:25][CH2:24][O:3]2)=[CH:9][CH:8]=1)([O-:12])=[O:11]. The catalyst class is: 11. (5) Reactant: [NH2:1][C:2]1[CH:3]=[C:4]([N:11]2[CH2:16][CH2:15][N:14]([C:17]([C:19]3[CH:24]=[CH:23][CH:22]=[CH:21][C:20]=3[C:25]([F:28])([F:27])[F:26])=[O:18])[CH2:13][CH2:12]2)[CH:5]=[CH:6][C:7]=1[N+:8]([O-])=O.NN. Product: [NH2:1][C:2]1[CH:3]=[C:4]([N:11]2[CH2:12][CH2:13][N:14]([C:17]([C:19]3[CH:24]=[CH:23][CH:22]=[CH:21][C:20]=3[C:25]([F:28])([F:27])[F:26])=[O:18])[CH2:15][CH2:16]2)[CH:5]=[CH:6][C:7]=1[NH2:8]. The catalyst class is: 181. (6) Reactant: C([NH:4][C:5]1[N:9]([CH:10]2[CH2:15][CH2:14][CH2:13][N:12]([C:16]([O:18][C:19]([CH3:22])([CH3:21])[CH3:20])=[O:17])[CH2:11]2)[N:8]=[C:7]([C:23]2[CH:28]=[CH:27][C:26]([O:29][C:30]3[CH:35]=[CH:34][C:33]([F:36])=[CH:32][CH:31]=3)=[CH:25][C:24]=2[Cl:37])[C:6]=1[C:38](O)=[O:39])(=O)C.O[N:42]1C2C=CC=CC=2N=N1.Cl.CN(C)CCCN=C=N.N.O1CCOCC1. Product: [NH2:4][C:5]1[N:9]([CH:10]2[CH2:15][CH2:14][CH2:13][N:12]([C:16]([O:18][C:19]([CH3:22])([CH3:21])[CH3:20])=[O:17])[CH2:11]2)[N:8]=[C:7]([C:23]2[CH:28]=[CH:27][C:26]([O:29][C:30]3[CH:31]=[CH:32][C:33]([F:36])=[CH:34][CH:35]=3)=[CH:25][C:24]=2[Cl:37])[C:6]=1[C:38](=[O:39])[NH2:42]. The catalyst class is: 9. (7) Reactant: [Si:1]([O:8][C:9]1[C:17]2[N:16]=[C:15]([CH:18]([F:20])[F:19])[N:14]([C:21]3[N:26]=[C:25]([Cl:27])[CH:24]=[C:23](Cl)[N:22]=3)[C:13]=2[CH:12]=[CH:11][CH:10]=1)([C:4]([CH3:7])([CH3:6])[CH3:5])([CH3:3])[CH3:2].[NH:29]1[CH2:33][CH2:32][CH2:31][CH:30]1[CH2:34][OH:35].C(=O)([O-])[O-].[K+].[K+].O. Product: [Si:1]([O:8][C:9]1[C:17]2[N:16]=[C:15]([CH:18]([F:19])[F:20])[N:14]([C:21]3[N:22]=[C:23]([N:29]4[CH2:33][CH2:32][CH2:31][CH:30]4[CH2:34][OH:35])[CH:24]=[C:25]([Cl:27])[N:26]=3)[C:13]=2[CH:12]=[CH:11][CH:10]=1)([C:4]([CH3:5])([CH3:6])[CH3:7])([CH3:3])[CH3:2]. The catalyst class is: 3. (8) Reactant: Cl[CH2:2][CH2:3][CH2:4]/[C:5](=[N:14]\[S@:15]([C:17]([CH3:20])([CH3:19])[CH3:18])=[O:16])/[C:6]1[CH:11]=[CH:10][CH:9]=[C:8]([O:12][CH3:13])[CH:7]=1. Product: [CH3:18][C:17]([S@@:15]([N:14]1[CH2:2][CH2:3][CH2:4][C@@H:5]1[C:6]1[CH:11]=[CH:10][CH:9]=[C:8]([O:12][CH3:13])[CH:7]=1)=[O:16])([CH3:20])[CH3:19]. The catalyst class is: 5.